From a dataset of Reaction yield outcomes from USPTO patents with 853,638 reactions. Predict the reaction yield, written as a fraction of the theoretical maximum amount of product (1.0 means a 100% yield; for example, 0.34 means a 34% yield). (1) The reactants are [CH3:1][C:2]1([CH3:27])[CH2:6][CH2:5][CH2:4][CH:3]1[C:7]1[CH:12]=[C:11]([C:13](OC)=[O:14])[CH:10]=[C:9]([F:17])[C:8]=1[C:18]1[CH:23]=[C:22]([O:24][CH3:25])[CH:21]=[CH:20][C:19]=1[F:26].[H-].[H-].[H-].[H-].[Li+].[Al+3].[OH-].[Na+]. The catalyst is C1COCC1. The product is [CH3:1][C:2]1([CH3:27])[CH2:6][CH2:5][CH2:4][CH:3]1[C:7]1[CH:12]=[C:11]([CH2:13][OH:14])[CH:10]=[C:9]([F:17])[C:8]=1[C:18]1[CH:23]=[C:22]([O:24][CH3:25])[CH:21]=[CH:20][C:19]=1[F:26]. The yield is 0.460. (2) The reactants are [OH:1][C@H:2]([CH3:6])[C:3](N)=O.F[B-](F)(F)F.C([O+](CC)CC)C.[F:19][CH2:20][C@H:21]1[CH2:26][CH2:25][C@H:24]([NH:27][C:28]2[C:33]([NH2:34])=[CH:32][N:31]=[C:30]3[CH:35]=[CH:36][S:37][C:29]=23)[CH2:23][CH2:22]1. The catalyst is O1CCCC1.C(O)C. The product is [F:19][CH2:20][C@H:21]1[CH2:22][CH2:23][C@H:24]([N:27]2[C:28]3=[C:29]4[S:37][CH:36]=[CH:35][C:30]4=[N:31][CH:32]=[C:33]3[N:34]=[C:3]2[C@H:2]([OH:1])[CH3:6])[CH2:25][CH2:26]1. The yield is 0.500. (3) The reactants are [F:1][C:2]1[CH:9]=[CH:8][CH:7]=[C:6]([OH:10])[C:3]=1[CH:4]=O.[F:11][C:12]([F:21])([F:20])/[CH:13]=[CH:14]/[C:15]([O:17][CH2:18][CH3:19])=[O:16].C(N(CC)CC)C.C(=O)([O-])[O-].[K+].[K+]. The catalyst is Cl. The product is [F:1][C:2]1[CH:9]=[CH:8][CH:7]=[C:6]2[C:3]=1[CH:4]=[C:14]([C:15]([O:17][CH2:18][CH3:19])=[O:16])[CH:13]([C:12]([F:11])([F:21])[F:20])[O:10]2. The yield is 0.620. (4) The yield is 0.770. The product is [Br:10][C:9]1[C:5]2[O:4][CH:3]([CH3:14])[C:2](=[O:15])[NH:1][C:11](=[O:12])[C:6]=2[S:7][CH:8]=1. The reactants are [NH2:1][C:2](=[O:15])[CH:3]([CH3:14])[O:4][C:5]1[C:9]([Br:10])=[CH:8][S:7][C:6]=1[C:11](O)=[O:12].Cl.C(N=C=NCCCN(C)C)C.FC1C=C(C2C3OCCNCC=3SC=2)C=CC=1.CN(C=O)C. The catalyst is O. (5) The reactants are COC1C(OC)=CC=C[C:4]=1[OH:11].BrC1C([N+]([O-])=O)=CC=CN=1.[CH3:22][O:23][C:24]1[C:37]([O:38][CH3:39])=[CH:36][CH:35]=[CH:34][C:25]=1[O:26][C:27]1[C:32]([NH2:33])=[CH:31][CH:30]=[CH:29][N:28]=1.[NH2:40][C:41]1[S:42][CH:43]=[CH:44][N:45]=1. No catalyst specified. The product is [CH3:22][O:23][C:24]1[C:37]([O:38][CH3:39])=[CH:36][CH:35]=[CH:34][C:25]=1[O:26][C:27]1[C:32]([NH:33][C:4]([NH:40][C:41]2[S:42][CH:43]=[CH:44][N:45]=2)=[O:11])=[CH:31][CH:30]=[CH:29][N:28]=1. The yield is 0.700. (6) The reactants are [CH2:1]([O:3][CH:4]([O:19][CH2:20][CH3:21])[C@@H:5]([NH:7][CH2:8][C:9]1[CH:18]=[CH:17][CH:16]=[C:15]2[C:10]=1[N:11]=[CH:12][CH:13]=[N:14]2)[CH3:6])[CH3:2].[CH:22]1[C:34]2[CH:33]([CH2:35][O:36][C:37]([NH:39][C@@H:40]([CH2:44][C:45]3[CH:50]=[CH:49][C:48]([O:51][C:52]([CH3:55])([CH3:54])[CH3:53])=[CH:47][CH:46]=3)[C:41](O)=[O:42])=[O:38])[C:32]3[C:27](=[CH:28][CH:29]=[CH:30][CH:31]=3)[C:26]=2[CH:25]=[CH:24][CH:23]=1. No catalyst specified. The product is [C:52]([O:51][C:48]1[CH:47]=[CH:46][C:45]([CH2:44][C@H:40]([NH:39][C:37](=[O:38])[O:36][CH2:35][CH:33]2[C:34]3[CH:22]=[CH:23][CH:24]=[CH:25][C:26]=3[C:27]3[C:32]2=[CH:31][CH:30]=[CH:29][CH:28]=3)[C:41]([N:7]([C@@H:5]([CH3:6])[CH:4]([O:19][CH2:20][CH3:21])[O:3][CH2:1][CH3:2])[CH2:8][C:9]2[CH:18]=[CH:17][CH:16]=[C:15]3[C:10]=2[N:11]=[CH:12][CH:13]=[N:14]3)=[O:42])=[CH:50][CH:49]=1)([CH3:55])([CH3:53])[CH3:54]. The yield is 0.480. (7) The yield is 0.590. The catalyst is CN(C=O)C.Cl. The reactants are [OH:1][C@@H:2]1[C:10]2[C:5](=[CH:6][CH:7]=[CH:8][CH:9]=2)[CH2:4][C@@:3]1([CH2:20][C:21]1[CH:29]=[CH:28][C:24]([C:25]([OH:27])=[O:26])=[CH:23][CH:22]=1)[C:11]1[CH2:12][C:13]2[C:18]([CH:19]=1)=[CH:17][CH:16]=[CH:15][CH:14]=2.[C:30]([O-])([O-])=O.[K+].[K+].CI. The product is [OH:1][C@@H:2]1[C:10]2[C:5](=[CH:6][CH:7]=[CH:8][CH:9]=2)[CH2:4][C@@:3]1([CH2:20][C:21]1[CH:29]=[CH:28][C:24]([C:25]([O:27][CH3:30])=[O:26])=[CH:23][CH:22]=1)[C:11]1[CH2:12][C:13]2[C:18]([CH:19]=1)=[CH:17][CH:16]=[CH:15][CH:14]=2. (8) The reactants are O[CH2:2][C@H:3]([N:8]([CH3:19])[S:9]([C:12]1[CH:17]=[CH:16][C:15]([CH3:18])=[CH:14][CH:13]=1)(=[O:11])=[O:10])[C:4]([O:6]C)=[O:5].[OH-].[Na+]. The catalyst is O1CCOCC1. The product is [CH3:19][N:8]([S:9]([C:12]1[CH:13]=[CH:14][C:15]([CH3:18])=[CH:16][CH:17]=1)(=[O:11])=[O:10])[C:3](=[CH2:2])[C:4]([OH:6])=[O:5]. The yield is 0.650. (9) The reactants are Cl[CH2:2][C:3]1[CH:22]=[CH:21][C:6]([O:7][CH2:8][C:9]2[N:10]=[C:11]([C:15]3[CH:20]=[CH:19][CH:18]=[CH:17][CH:16]=3)[O:12][C:13]=2[CH3:14])=[CH:5][CH:4]=1.[OH:23][C:24]1[CH:25]=[C:26]([CH2:30][CH2:31][C:32]([O:34][CH2:35][CH3:36])=[O:33])[CH:27]=[CH:28][CH:29]=1.C(=O)([O-])[O-].[K+].[K+].CN(C)C=O. The catalyst is O. The product is [CH3:14][C:13]1[O:12][C:11]([C:15]2[CH:20]=[CH:19][CH:18]=[CH:17][CH:16]=2)=[N:10][C:9]=1[CH2:8][O:7][C:6]1[CH:21]=[CH:22][C:3]([CH2:2][O:23][C:24]2[CH:25]=[C:26]([CH2:30][CH2:31][C:32]([O:34][CH2:35][CH3:36])=[O:33])[CH:27]=[CH:28][CH:29]=2)=[CH:4][CH:5]=1. The yield is 0.550.